Predict the reactants needed to synthesize the given product. From a dataset of Full USPTO retrosynthesis dataset with 1.9M reactions from patents (1976-2016). (1) Given the product [Cl:27][C:24]1[CH:25]=[CH:26][C:21]([NH:20][C:4]([C:6]2[CH:11]=[C:10]([C:12]3[CH:13]=[N:14][CH:15]=[C:16]([F:18])[CH:17]=3)[CH:9]=[C:8]([CH3:19])[N:7]=2)=[O:5])=[N:22][CH:23]=1, predict the reactants needed to synthesize it. The reactants are: C(O[C:4]([C:6]1[CH:11]=[C:10]([C:12]2[CH:13]=[N:14][CH:15]=[C:16]([F:18])[CH:17]=2)[CH:9]=[C:8]([CH3:19])[N:7]=1)=[O:5])C.[NH2:20][C:21]1[CH:26]=[CH:25][C:24]([Cl:27])=[CH:23][N:22]=1. (2) Given the product [Cl:1][C:2]1[CH:10]=[C:9]2[C:5]([C:6]([C:11]([N:13]3[CH2:18][CH2:17][C:16]4([C:22]5[CH:23]=[CH:24][CH:25]=[CH:26][C:21]=5[CH2:20][O:19]4)[CH2:15][CH2:14]3)=[O:12])=[CH:7][N:8]2[CH2:42][C@H:38]2[CH2:39][CH2:40][CH2:41][NH:36][CH2:37]2)=[CH:4][CH:3]=1, predict the reactants needed to synthesize it. The reactants are: [Cl:1][C:2]1[CH:10]=[C:9]2[C:5]([C:6]([C:11]([N:13]3[CH2:18][CH2:17][C:16]4([C:22]5[CH:23]=[CH:24][CH:25]=[CH:26][C:21]=5[CH2:20][O:19]4)[CH2:15][CH2:14]3)=[O:12])=[CH:7][NH:8]2)=[CH:4][CH:3]=1.[H-].[Na+].C(OC([N:36]1[CH2:41][CH2:40][CH2:39][C@H:38]([CH2:42]OS(C)(=O)=O)[CH2:37]1)=O)(C)(C)C. (3) Given the product [C:1]([NH:4][C@:5]1([C@@H:62]([CH2:64][CH3:65])[CH3:63])[CH2:9][CH2:8][N:7]([C@@H:10]([CH2:53][CH2:54][C:55]2[CH:60]=[CH:59][CH:58]=[CH:57][CH:56]=2)[C:11]([NH:13][C@@H:14]([CH2:44][C:45]2[CH:50]=[C:49]([F:51])[CH:48]=[C:47]([F:52])[CH:46]=2)[C@H:15]([OH:16])[C@H:17]2[CH2:26][C:25]3[C:20](=[C:21]([O:27][CH2:28][CH2:29][CH3:30])[CH:22]=[CH:23][CH:24]=3)[CH2:19][NH:18]2)=[O:12])[C:6]1=[O:61])(=[O:3])[CH3:2].[CH2:28]([O:27][C:21]1[CH:22]=[CH:23][CH:24]=[C:25]2[C:20]=1[CH2:19][N:18]([CH:31]([C:32]1[CH:37]=[CH:36][CH:35]=[CH:34][CH:33]=1)[C:38]1[CH:39]=[CH:40][CH:41]=[CH:42][CH:43]=1)[C@@H:17]([C@@H:15]([OH:16])[C@@H:14]([NH2:13])[CH2:44][C:45]1[CH:50]=[C:49]([F:51])[CH:48]=[C:47]([F:52])[CH:46]=1)[CH2:26]2)[CH:29]=[CH2:30], predict the reactants needed to synthesize it. The reactants are: [C:1]([NH:4][C@:5]1([C@@H:62]([CH2:64][CH3:65])[CH3:63])[CH2:9][CH2:8][N:7]([C@@H:10]([CH2:53][CH2:54][C:55]2[CH:60]=[CH:59][CH:58]=[CH:57][CH:56]=2)[C:11]([NH:13][C@@H:14]([CH2:44][C:45]2[CH:50]=[C:49]([F:51])[CH:48]=[C:47]([F:52])[CH:46]=2)[C@@H:15]([C@H:17]2[CH2:26][C:25]3[C:20](=[C:21]([O:27][CH2:28][CH:29]=[CH2:30])[CH:22]=[CH:23][CH:24]=3)[CH2:19][N:18]2[CH:31]([C:38]2[CH:43]=[CH:42][CH:41]=[CH:40][CH:39]=2)[C:32]2[CH:37]=[CH:36][CH:35]=[CH:34][CH:33]=2)[OH:16])=[O:12])[C:6]1=[O:61])(=[O:3])[CH3:2].C(O)(=O)C. (4) Given the product [CH3:17][C:18]1[CH:25]=[C:24]([CH3:26])[CH:23]=[CH:22][C:19]=1[C:20]1[N:1]=[C:2]2[N:6]=[CH:5][NH:4][N:3]2[C:16]=1[NH:15][C:8]([CH3:14])([CH3:7])[CH2:9][C:10]([CH3:13])([CH3:12])[CH3:11], predict the reactants needed to synthesize it. The reactants are: [NH2:1][C:2]1[N:6]=[CH:5][NH:4][N:3]=1.[CH3:7][C:8]([N+:15]#[C-:16])([CH3:14])[CH2:9][C:10]([CH3:13])([CH3:12])[CH3:11].[CH3:17][C:18]1[CH:25]=[C:24]([CH3:26])[CH:23]=[CH:22][C:19]=1[CH:20]=O. (5) Given the product [OH:1][CH:2]1[C:11]2[C:6](=[CH:7][C:8]([C:12]#[N:13])=[CH:9][CH:10]=2)[CH2:5][S:4][CH2:3]1, predict the reactants needed to synthesize it. The reactants are: [O:1]=[C:2]1[C:11]2[C:6](=[CH:7][C:8]([C:12]#[N:13])=[CH:9][CH:10]=2)[CH2:5][S:4][CH2:3]1.[BH4-].[Na+]. (6) Given the product [O:23]=[C:21]1[C:20]2[C:19](=[CH:27][CH:26]=[CH:25][CH:24]=2)[C:18](=[O:28])[N:22]1[CH:2]([C:12]1[CH:17]=[CH:16][CH:15]=[CH:14][CH:13]=1)[CH2:3][NH:4][C:5](=[O:11])[O:6][C:7]([CH3:10])([CH3:9])[CH3:8], predict the reactants needed to synthesize it. The reactants are: O[CH:2]([C:12]1[CH:17]=[CH:16][CH:15]=[CH:14][CH:13]=1)[CH2:3][NH:4][C:5](=[O:11])[O:6][C:7]([CH3:10])([CH3:9])[CH3:8].[C:18]1(=[O:28])[NH:22][C:21](=[O:23])[C:20]2=[CH:24][CH:25]=[CH:26][CH:27]=[C:19]12.C1(P(C2C=CC=CC=2)C2C=CC=CC=2)C=CC=CC=1.CCOC(/N=N/C(OCC)=O)=O. (7) Given the product [Cl-:8].[C:24]([N+:1]1[C:17]([C:18]2[O:22][CH:21]=[CH:20][CH:19]=2)=[C:15]([NH:14][CH2:13][C:12]([O:11][CH3:10])=[O:16])[N:3]2[C:4]([NH2:9])=[CH:5][C:6]([Cl:8])=[N:7][C:2]=12)(=[O:26])[CH3:25], predict the reactants needed to synthesize it. The reactants are: [NH2:1][C:2]1[N:7]=[C:6]([Cl:8])[CH:5]=[C:4]([NH2:9])[N:3]=1.[CH3:10][O:11][C:12](=[O:16])[CH2:13][N+:14]#[C-:15].[CH:17](=O)[C:18]1[O:22][CH:21]=[CH:20][CH:19]=1.[C:24](Cl)(=[O:26])[CH3:25].